This data is from Forward reaction prediction with 1.9M reactions from USPTO patents (1976-2016). The task is: Predict the product of the given reaction. The product is: [Br:22][C:12]1[CH:13]=[C:14]([O:15][C:2]2[CH:7]=[CH:6][CH:5]=[CH:4][N:3]=2)[C:9]([NH2:8])=[N:10][CH:11]=1. Given the reactants F[C:2]1[CH:7]=[CH:6][CH:5]=[CH:4][N:3]=1.[NH2:8][C:9]1[C:14]([OH:15])=[CH:13][CH:12]=[CH:11][N:10]=1.C(=O)([O-])[O-].[Cs+].[Cs+].[Br:22]Br, predict the reaction product.